This data is from Protein-peptide binding for MDM2, ACE2, and 12ca5 with 34 validated binders. The task is: Binary Classification. Given protein and peptide amino acid sequences, predict whether they interact or not. The protein target is MDM2 with sequence MCNTNMSVPTDGAVTTSQIPASEQETLVRPKPLLLKLLKSVGAQKDTYTMKEVLFYLGQYIMTKRLYDEKQQHIVYCSNDLLGDLFGVPSFSVKEHRKIYTMIYRNLVVVNQQESSDSGTSVSENRCHLEGGSDQKDLVQELQEEKPSSSHLVSRPSTSSRRRAISETEENSDELSGERQRKRHKSDSISLSFDESLALCVIREICCERSSSSESTGTPSNPDLDAGVSEHSGDWLDQDSVSDQFSVEFEVESLDSEDYSLSEEGQELSDEDDEVYQVTVYQAGESDTDSFEEDPEISLADYWKCTSCNEMNPPLPSHCNRCWALRENWLPEDKGKDKGEISEKAKLENSTQAEEGFDVPDCKKTIVNDSRESCVEENDDKITQASQSQESEDYSQPSTSSSIIYSSQEDVKEFEREETQDKEESVESSLPLNAIEPCVICQGRPKNGCIVHGKTGHLMACFTCAKKLKKRNKPCPVCRQPIQMIVLTYFP. The peptide is AAFAEYWAALSAK.